From a dataset of Reaction yield outcomes from USPTO patents with 853,638 reactions. Predict the reaction yield, written as a fraction of the theoretical maximum amount of product (1.0 means a 100% yield; for example, 0.34 means a 34% yield). The reactants are [N:1]1[NH:2][N:3]=[N:4][C:5]=1[CH:6]1[CH2:11][CH2:10][CH2:9][CH2:8][N:7]1[C:12]([O:14][C:15]([CH3:18])([CH3:17])[CH3:16])=[O:13].CC(C)([O-])C.[Na+].F[B-](F)(F)F.[Cl:30][C:31]1[CH:32]=[C:33]([I+][C:33]2[CH:34]=[CH:35][CH:36]=[C:31]([Cl:30])[CH:32]=2)[CH:34]=[CH:35][CH:36]=1. The catalyst is C(O)(C)(C)C.C1C=CC(/C=C/C(/C=C/C2C=CC=CC=2)=O)=CC=1.C1C=CC(/C=C/C(/C=C/C2C=CC=CC=2)=O)=CC=1.C1C=CC(/C=C/C(/C=C/C2C=CC=CC=2)=O)=CC=1.[Pd].[Pd].C1(C2CC2C([O-])=O)C=CC=CC=1.[Cu+2].C1(C2CC2C([O-])=O)C=CC=CC=1.C1C=CC(P(C2C(C3C(P(C4C=CC=CC=4)C4C=CC=CC=4)=CC=C4C=3C=CC=C4)=C3C(C=CC=C3)=CC=2)C2C=CC=CC=2)=CC=1. The product is [Cl:30][C:31]1[CH:36]=[C:35]([N:3]2[N:2]=[N:1][C:5]([CH:6]3[CH2:11][CH2:10][CH2:9][CH2:8][N:7]3[C:12]([O:14][C:15]([CH3:18])([CH3:17])[CH3:16])=[O:13])=[N:4]2)[CH:34]=[CH:33][CH:32]=1. The yield is 0.653.